Dataset: Catalyst prediction with 721,799 reactions and 888 catalyst types from USPTO. Task: Predict which catalyst facilitates the given reaction. Reactant: [F:1][CH:2]([F:10])[C:3]1[S:4][CH:5]=[C:6]([CH2:8][OH:9])[N:7]=1.Br[C:12]1[CH:17]=[CH:16][N:15]([C:18]2[CH:19]=[CH:20][C:21]3[N:25]=[C:24]([CH2:26][CH3:27])[N:23]([CH3:28])[C:22]=3[CH:29]=2)[C:14](=[O:30])[CH:13]=1.CC(C)([O-])C.[K+]. Product: [F:1][CH:2]([F:10])[C:3]1[S:4][CH:5]=[C:6]([CH2:8][O:9][C:12]2[CH:17]=[CH:16][N:15]([C:18]3[CH:19]=[CH:20][C:21]4[N:25]=[C:24]([CH2:26][CH3:27])[N:23]([CH3:28])[C:22]=4[CH:29]=3)[C:14](=[O:30])[CH:13]=2)[N:7]=1. The catalyst class is: 11.